From a dataset of Reaction yield outcomes from USPTO patents with 853,638 reactions. Predict the reaction yield, written as a fraction of the theoretical maximum amount of product (1.0 means a 100% yield; for example, 0.34 means a 34% yield). (1) The reactants are [CH:1]1([NH:4][C:5]([NH:7][C:8]2[CH:13]=[CH:12][C:11]([O:14][C:15]3[CH:20]=[CH:19][N:18]=[C:17]4[CH:21]=[C:22]([C:24]5[CH:29]=[CH:28][C:27]([CH:30]=O)=[CH:26][N:25]=5)[S:23][C:16]=34)=[C:10]([F:32])[CH:9]=2)=[O:6])[CH2:3][CH2:2]1.[NH2:33][CH2:34][CH2:35][C@H:36]([NH:40][C:41]([O:43][C:44]([CH3:47])([CH3:46])[CH3:45])=[O:42])[C:37]([OH:39])=O.C(O)(=O)C.[BH-](OC(C)=O)(OC(C)=O)OC(C)=O.[Na+]. The catalyst is C(Cl)Cl. The product is [CH:1]1([NH:4][C:5](=[O:6])[NH:7][C:8]2[CH:13]=[CH:12][C:11]([O:14][C:15]3[CH:20]=[CH:19][N:18]=[C:17]4[CH:21]=[C:22]([C:24]5[N:25]=[CH:26][C:27]([CH2:30][N:33]6[CH2:34][CH2:35][C@H:36]([NH:40][C:41](=[O:42])[O:43][C:44]([CH3:47])([CH3:46])[CH3:45])[C:37]6=[O:39])=[CH:28][CH:29]=5)[S:23][C:16]=34)=[C:10]([F:32])[CH:9]=2)[CH2:3][CH2:2]1. The yield is 0.370. (2) The reactants are [F:1][C:2]1[CH:7]=[CH:6][C:5]([N:8]2[C:12]3([CH2:17][CH2:16][NH:15][CH2:14][CH2:13]3)[C:11](=[O:18])[N:10]([CH2:19][C:20]3[CH:21]=[C:22]([CH:30]=[CH:31][CH:32]=3)C(OC(C)(C)C)=O)[CH2:9]2)=[CH:4][CH:3]=1.Cl[CH2:34][CH2:35][CH2:36][N:37]1[C:41]2[CH:42]=[CH:43][CH:44]=[CH:45][C:40]=2[N:39]([CH:46]2[CH2:48][CH2:47]2)[C:38]1=[O:49].[I-].[Na+].[C:52](=[O:55])([O-])[O-:53].[K+].[K+]. The catalyst is CC(=O)CC. The product is [CH:46]1([N:39]2[C:40]3[CH:45]=[CH:44][CH:43]=[CH:42][C:41]=3[N:37]([CH2:36][CH2:35][CH2:34][N:15]3[CH2:16][CH2:17][C:12]4([N:8]([C:5]5[CH:4]=[CH:3][C:2]([F:1])=[CH:7][CH:6]=5)[CH2:9][N:10]([CH2:19][C:20]5[CH:21]=[CH:22][CH:30]=[CH:31][C:32]=5[C:52]([O:53][C:12]([CH3:17])([CH3:13])[CH3:11])=[O:55])[C:11]4=[O:18])[CH2:13][CH2:14]3)[C:38]2=[O:49])[CH2:48][CH2:47]1. The yield is 0.650. (3) The catalyst is C(O)=O. The yield is 0.790. The reactants are [C:1]([C:3]1([NH:6][C:7]([C@@H:9]2[CH2:13][C@@H:12]([S:14][C:15]3[CH:20]=[CH:19][CH:18]=[CH:17][C:16]=3[O:21][CH3:22])[CH2:11][N:10]2C(OC(C)(C)C)=O)=[O:8])[CH2:5][CH2:4]1)#[N:2]. The product is [C:1]([C:3]1([NH:6][C:7]([C@@H:9]2[CH2:13][C@@H:12]([S:14][C:15]3[CH:20]=[CH:19][CH:18]=[CH:17][C:16]=3[O:21][CH3:22])[CH2:11][NH:10]2)=[O:8])[CH2:5][CH2:4]1)#[N:2]. (4) The reactants are [C:1]([C:5]1[S:35][C:8]2[C:9](=[O:34])[N:10]([CH2:12][C:13]3[CH:18]=[CH:17][C:16]([C:19]4[CH:24]=[C:23]([C:25]5[CH:26]=[N:27][N:28]([CH3:30])[CH:29]=5)[N:22]=[C:21]([O:31]C)[CH:20]=4)=[CH:15][C:14]=3[F:33])[CH2:11][C:7]=2[CH:6]=1)([CH3:4])([CH3:3])[CH3:2].C[Si](Cl)(C)C.[Na+].[I-].[O-]S([O-])(=S)=O.[Na+].[Na+].C([O-])(O)=O.[Na+]. The catalyst is CC#N.CCOC(C)=O. The product is [C:1]([C:5]1[S:35][C:8]2[C:9](=[O:34])[N:10]([CH2:12][C:13]3[CH:18]=[CH:17][C:16]([C:19]4[CH:24]=[C:23]([C:25]5[CH:26]=[N:27][N:28]([CH3:30])[CH:29]=5)[NH:22][C:21](=[O:31])[CH:20]=4)=[CH:15][C:14]=3[F:33])[CH2:11][C:7]=2[CH:6]=1)([CH3:4])([CH3:2])[CH3:3]. The yield is 0.470. (5) The yield is 0.740. The product is [CH3:21][O:20][C:13]1[CH:14]=[C:15]([O:18][CH3:19])[CH:16]=[CH:17][C:12]=1[CH2:11][N:9]1[CH2:10][C:6]2[C:5]([F:23])=[C:4]([NH:24][C@H:25]3[CH2:30][CH2:29][CH2:28][CH2:27][C@H:26]3[NH:31][C:32](=[O:38])[O:33][C:34]([CH3:37])([CH3:36])[CH3:35])[N:3]=[C:2]([C:43]3[CH:42]=[N:41][N:40]([CH3:39])[CH:44]=3)[C:7]=2[C:8]1=[O:22]. The catalyst is O1CCOCC1.C([O-])([O-])=O.[Na+].[Na+].Cl[Pd](Cl)([P](C1C=CC=CC=1)(C1C=CC=CC=1)C1C=CC=CC=1)[P](C1C=CC=CC=1)(C1C=CC=CC=1)C1C=CC=CC=1. The reactants are Cl[C:2]1[C:7]2[C:8](=[O:22])[N:9]([CH2:11][C:12]3[CH:17]=[CH:16][C:15]([O:18][CH3:19])=[CH:14][C:13]=3[O:20][CH3:21])[CH2:10][C:6]=2[C:5]([F:23])=[C:4]([NH:24][C@H:25]2[CH2:30][CH2:29][CH2:28][CH2:27][C@H:26]2[NH:31][C:32](=[O:38])[O:33][C:34]([CH3:37])([CH3:36])[CH3:35])[N:3]=1.[CH3:39][N:40]1[CH:44]=[C:43](B2OC(C)(C)C(C)(C)O2)[CH:42]=[N:41]1. (6) The reactants are C(N(C(C)C)CC)(C)C.[Cl:10][C:11]1[CH:12]=[CH:13][C:14]2[N:19]=[C:18]([C:20]3[C:29]4[C:24](=[CH:25][CH:26]=[CH:27][CH:28]=4)[CH:23]=[CH:22][CH:21]=3)[O:17][C:16](=[O:30])[C:15]=2[CH:31]=1.[CH:32]1([CH2:35][NH2:36])[CH2:34][CH2:33]1. No catalyst specified. The product is [Cl:10][C:11]1[CH:12]=[CH:13][C:14]([NH:19][C:18]([C:20]2[C:29]3[C:24](=[CH:25][CH:26]=[CH:27][CH:28]=3)[CH:23]=[CH:22][CH:21]=2)=[O:17])=[C:15]([C:16]([NH:36][CH2:35][CH:32]2[CH2:34][CH2:33]2)=[O:30])[CH:31]=1. The yield is 0.530. (7) The reactants are Br[C:2]1[CH:11]=[C:10]([CH:12]=[O:13])[C:9]([C:14]2[CH:19]=[CH:18][CH:17]=[C:16]([F:20])[CH:15]=2)=[C:8]2[C:3]=1[CH:4]=[CH:5][CH:6]=[N:7]2.[CH3:21][N:22](C)C=O. The catalyst is [C-]#N.[Zn+2].[C-]#N.C1C=CC([P]([Pd]([P](C2C=CC=CC=2)(C2C=CC=CC=2)C2C=CC=CC=2)([P](C2C=CC=CC=2)(C2C=CC=CC=2)C2C=CC=CC=2)[P](C2C=CC=CC=2)(C2C=CC=CC=2)C2C=CC=CC=2)(C2C=CC=CC=2)C2C=CC=CC=2)=CC=1. The product is [F:20][C:16]1[CH:15]=[C:14]([C:9]2[C:8]3[N:7]=[CH:6][CH:5]=[CH:4][C:3]=3[C:2]([C:21]#[N:22])=[CH:11][C:10]=2[CH:12]=[O:13])[CH:19]=[CH:18][CH:17]=1. The yield is 0.500.